Predict the reaction yield, written as a fraction of the theoretical maximum amount of product (1.0 means a 100% yield; for example, 0.34 means a 34% yield). From a dataset of Reaction yield outcomes from USPTO patents with 853,638 reactions. (1) The reactants are [CH3:1][N:2]1[C:6]([N+:7]([O-:9])=[O:8])=[CH:5][C:4]([C:10]([O-:12])=O)=[N:3]1.[NH2:13][NH2:14]. The catalyst is CO. The product is [CH3:1][N:2]1[C:6]([N+:7]([O-:9])=[O:8])=[CH:5][C:4]([C:10]([NH:13][NH2:14])=[O:12])=[N:3]1. The yield is 1.00. (2) The yield is 0.900. The catalyst is CN(C=O)C. The product is [NH2:1][C:2]1[CH:3]=[CH:4][C:5]([C:6]([O:8][CH2:9][CH3:10])=[O:7])=[CH:11][C:12]=1[I:13]. The reactants are [NH2:1][C:2]1[CH:12]=[CH:11][C:5]([C:6]([O:8][CH2:9][CH3:10])=[O:7])=[CH:4][CH:3]=1.[I:13]N1C(=O)CCC1=O.O. (3) The reactants are C1(C(C2C=CC=CC=2)[N:8]2[C:16]3[C:11](=[CH:12][CH:13]=[CH:14][CH:15]=3)[C:10]3([C:20]4[CH:21]=[C:22]([O:26][CH3:27])[C:23]([F:25])=[CH:24][C:19]=4[O:18][CH2:17]3)[C:9]2=[O:28])C=CC=CC=1.C([SiH](CC)CC)C.FC(F)(F)C(O)=O. No catalyst specified. The product is [F:25][C:23]1[C:22]([O:26][CH3:27])=[CH:21][C:20]2[C:10]3([CH2:17][O:18][C:19]=2[CH:24]=1)[C:11]1[C:16](=[CH:15][CH:14]=[CH:13][CH:12]=1)[NH:8][C:9]3=[O:28]. The yield is 0.920. (4) The reactants are [F:1][C:2]1[CH:20]=[C:19]([F:21])[CH:18]=[CH:17][C:3]=1[C:4]([NH:6][C:7]1[CH:12]=[CH:11][C:10]([F:13])=[C:9]([N+:14]([O-])=O)[CH:8]=1)=[O:5].O.O.Cl[Sn]Cl.Cl. The catalyst is C(O)C. The product is [F:1][C:2]1[CH:20]=[C:19]([F:21])[CH:18]=[CH:17][C:3]=1[C:4]([NH:6][C:7]1[CH:12]=[CH:11][C:10]([F:13])=[C:9]([NH2:14])[CH:8]=1)=[O:5]. The yield is 0.890. (5) The reactants are [CH:1]1([C:4]([NH:6][C:7]2[N:8]=[C:9]3[CH:14]=[CH:13][C:12]([O:15][C:16]4[CH:17]=[C:18]([NH:22][C:23]([C:25]5[N:29]([CH3:30])[N:28]=[C:27]([CH3:31])[CH:26]=5)=[O:24])[CH:19]=[CH:20][CH:21]=4)=[CH:11][N:10]3[CH:32]=2)=[O:5])[CH2:3][CH2:2]1.C(OCC)(=O)C.[ClH:39]. The catalyst is C(O)C. The product is [ClH:39].[CH:1]1([C:4]([NH:6][C:7]2[N:8]=[C:9]3[CH:14]=[CH:13][C:12]([O:15][C:16]4[CH:17]=[C:18]([NH:22][C:23]([C:25]5[N:29]([CH3:30])[N:28]=[C:27]([CH3:31])[CH:26]=5)=[O:24])[CH:19]=[CH:20][CH:21]=4)=[CH:11][N:10]3[CH:32]=2)=[O:5])[CH2:3][CH2:2]1. The yield is 0.740. (6) The reactants are [CH3:1][C:2]1[CH:7]=[C:6]([C:8]([CH3:10])=[O:9])[C:5]([OH:11])=[C:4]([N+:12]([O-:14])=[O:13])[CH:3]=1.[CH3:15][O:16][C:17]1[CH:24]=[CH:23][C:20]([CH:21]=O)=[CH:19][C:18]=1[F:25]. No catalyst specified. The product is [F:25][C:18]1[CH:19]=[C:20](/[CH:21]=[CH:10]/[C:8]([C:6]2[CH:7]=[C:2]([CH3:1])[CH:3]=[C:4]([N+:12]([O-:14])=[O:13])[C:5]=2[OH:11])=[O:9])[CH:23]=[CH:24][C:17]=1[O:16][CH3:15]. The yield is 0.740. (7) The reactants are OC(C(F)(F)F)=O.[CH:8]([N:11]1[C:15]([C:16]2[S:17][C:18]3[CH2:19][CH2:20][O:21][C:22]4[CH:29]=[C:28]([CH:30]5[CH2:35][CH2:34][NH:33][CH2:32][CH2:31]5)[CH:27]=[CH:26][C:23]=4[C:24]=3[N:25]=2)=[N:14][CH:13]=[N:12]1)([CH3:10])[CH3:9].Br[CH2:37][CH2:38][O:39][CH:40]1[CH2:45][CH2:44][CH2:43][CH2:42][O:41]1.C(=O)([O-])[O-].[K+].[K+]. The catalyst is CN(C=O)C.C(Cl)Cl. The product is [CH:8]([N:11]1[C:15]([C:16]2[S:17][C:18]3[CH2:19][CH2:20][O:21][C:22]4[CH:29]=[C:28]([CH:30]5[CH2:35][CH2:34][N:33]([CH2:37][CH2:38][O:39][CH:40]6[CH2:45][CH2:44][CH2:43][CH2:42][O:41]6)[CH2:32][CH2:31]5)[CH:27]=[CH:26][C:23]=4[C:24]=3[N:25]=2)=[N:14][CH:13]=[N:12]1)([CH3:10])[CH3:9]. The yield is 0.330.